From a dataset of Drug-target binding data from BindingDB using Ki measurements. Regression. Given a target protein amino acid sequence and a drug SMILES string, predict the binding affinity score between them. We predict pKi (pKi = -log10(Ki in M); higher means stronger inhibition). Dataset: bindingdb_ki. (1) The compound is COc1cc(NS(C)(=O)=O)ccc1Nc1c2ccccc2nc2ccccc12. The target protein (P80456) has sequence MEPAPELLFYVNGRKVVEKQVDPETMLLPYLRKKLRLTGTKYGCGGGGCGACTVMISRYNRVTKKIRHYPVNACLTPICSLYGAAVTTVEGIGSTTTRLHPVQERIAKFHGTQCGFCTPGMVMSMYALLRNHPEPTLDQLADALGGNLCRCTGYRPIIEAYKTFCKTSDCCQNKENGFCCLDQGINGLPEVEEENQTRPNLFSEEEYLPLDPTQELIFPPELMTMAEKQPQRTRVFSGERMMWISPVTLKALLEAKSTYPQAPVVMGNTSVGPGVKFKGIFHPVIISPDSIEELNVVSHTHSGLTLGAGLSLAQVKDILADVVQKVPEENAQTYRALLKHLGTLAGSQIRNMASLGGHIISRHLDSDLNPLLAVGNCTLNVLSKEGERQIPLDEQFLSRCPEADLKPQEILASVHIPYSRKWEFVLAFRQAQRKQNALAIVNSGMRVFFGEGDGIIRELAISYGGVGPTIICAKNSCQKLIGRSWNEEMLDTACRLILDE.... The pKi is 7.2. (2) The small molecule is Cc1ccc2nc(-c3cc(Cc4ccccc4)ccc3O)cc(O)c2c1. The target protein sequence is MITTQMWHFYVTRVGLLLLISILPGTTGQGESRRQEPGDFVKQDIGGLSPKHAPDIPDDSTDNITIFTRILDRLLDGYDNRLRPGLGDAVTEVKTDIYVTSFGPVSDTDMEYTIDVFFRQTWHDERLKFDGPMKILPLNNLLASKIWTPDTFFHNGKKSVAHNMTTPNKLLRLVDNGTLLYTMRLTIHAECPMHLEDFPMDVHACPLKFGSYAYTKAEVIYSWTLGKNKSVEVAQDGSRLNQYDLLGHVVGTEIIRSSTGEYVVMTTHFHLKRKIGYFVIQTYLPCIMTVILSQVSFWLNRESVPARTVFGVTTVLTMTTLSISARNSLPKVAYATAMDWFMAVCYAFVFSALIEFATVNYFTKRSWAWEGKKVPEALEMKKKTPAAPTKKTSTTFNIVGTTYPINLALDTEFSTISKAAAAPSASSTPTVIASPKTTYVQDSPAETKTYNSVSKVDKISRIIFPVLFAIFNLVYWATYVNRESAIKGMIRKQ. The pKi is 7.5.